The task is: Predict the reaction yield, written as a fraction of the theoretical maximum amount of product (1.0 means a 100% yield; for example, 0.34 means a 34% yield).. This data is from Reaction yield outcomes from USPTO patents with 853,638 reactions. (1) The reactants are [Cl:1][C:2]1[N:7]=[N:6][C:5]([CH:8]([CH3:12])[C:9]([O-:11])=O)=[CH:4][CH:3]=1.[Li+].[Br:14][C:15]1[CH:16]=[CH:17][C:18]([NH:21][NH2:22])=[N:19][CH:20]=1.N1(O)C2C=CC=CC=2N=N1.Cl.C(N=C=NCCCN(C)C)C. The catalyst is CN(C=O)C.O. The product is [Br:14][C:15]1[CH:16]=[CH:17][C:18]([NH:21][NH:22][C:9](=[O:11])[CH:8]([C:5]2[N:6]=[N:7][C:2]([Cl:1])=[CH:3][CH:4]=2)[CH3:12])=[N:19][CH:20]=1. The yield is 0.412. (2) The reactants are [N+:1]([C:4]1[CH:5]=[C:6]([CH:14]=[CH:15][CH:16]=1)[O:7][CH2:8][C:9](OCC)=[O:10])([O-:3])=[O:2].Cl.CN.[CH:20]([N:23](C(C)C)CC)(C)C. The catalyst is CO.O. The product is [CH3:20][NH:23][C:9](=[O:10])[CH2:8][O:7][C:6]1[CH:14]=[CH:15][CH:16]=[C:4]([N+:1]([O-:3])=[O:2])[CH:5]=1. The yield is 0.950. (3) The reactants are [F:1][C:2]1[CH:3]=[C:4]([NH:14][C:15]2[N:16]=[C:17]([O:24][C:25]3[CH:30]=[CH:29][CH:28]=[C:27]([N+:31]([O-])=O)[CH:26]=3)[C:18]3[CH:23]=[CH:22][NH:21][C:19]=3[N:20]=2)[CH:5]=[C:6]([F:13])[C:7]=1[O:8][CH2:9][CH2:10][O:11][CH3:12].[H][H]. The catalyst is C1COCC1.O=[Pt]=O. The product is [NH2:31][C:27]1[CH:26]=[C:25]([CH:30]=[CH:29][CH:28]=1)[O:24][C:17]1[C:18]2[CH:23]=[CH:22][NH:21][C:19]=2[N:20]=[C:15]([NH:14][C:4]2[CH:5]=[C:6]([F:13])[C:7]([O:8][CH2:9][CH2:10][O:11][CH3:12])=[C:2]([F:1])[CH:3]=2)[N:16]=1. The yield is 0.950. (4) The reactants are C1COCC1.[F:6][CH:7]([F:20])[O:8][C:9]1[CH:16]=[CH:15][C:12]([CH:13]=O)=[CH:11][C:10]=1[O:17][CH2:18][CH3:19].[Li][N:22]([Si](C)(C)C)[Si](C)(C)C.[CH3:31][S:32]([CH3:35])(=[O:34])=[O:33]. The catalyst is CO. The product is [F:6][CH:7]([F:20])[O:8][C:9]1[CH:16]=[CH:15][C:12]([CH:13]([NH2:22])[CH2:31][S:32]([CH3:35])(=[O:34])=[O:33])=[CH:11][C:10]=1[O:17][CH2:18][CH3:19]. The yield is 0.100.